From a dataset of Forward reaction prediction with 1.9M reactions from USPTO patents (1976-2016). Predict the product of the given reaction. (1) Given the reactants Cl[C:2]1[CH:11]=[CH:10][N:9]=[C:8]2[C:3]=1[C:4]1[CH:16]=[CH:15][CH:14]=[CH:13][C:5]=1[C:6](=[O:12])[NH:7]2.[C:17]([C:19]1[CH:24]=[CH:23][CH:22]=[C:21]([Cl:25])[CH:20]=1)#[CH:18], predict the reaction product. The product is: [Cl:25][C:21]1[CH:20]=[C:19]([C:17]#[C:18][C:2]2[CH:11]=[CH:10][N:9]=[C:8]3[C:3]=2[C:4]2[CH:16]=[CH:15][CH:14]=[CH:13][C:5]=2[C:6](=[O:12])[NH:7]3)[CH:24]=[CH:23][CH:22]=1. (2) Given the reactants F[C:2]1[CH:7]=[C:6]([F:8])[CH:5]=[CH:4][C:3]=1[N+:9]([O-:11])=[O:10].[CH3:12][O:13][C:14]1[CH:21]=[C:20]([O:22][CH3:23])[CH:19]=[CH:18][C:15]=1[CH2:16][NH2:17].CCN(C(C)C)C(C)C, predict the reaction product. The product is: [CH3:12][O:13][C:14]1[CH:21]=[C:20]([O:22][CH3:23])[CH:19]=[CH:18][C:15]=1[CH2:16][NH:17][C:2]1[CH:7]=[C:6]([F:8])[CH:5]=[CH:4][C:3]=1[N+:9]([O-:11])=[O:10].